Dataset: Reaction yield outcomes from USPTO patents with 853,638 reactions. Task: Predict the reaction yield, written as a fraction of the theoretical maximum amount of product (1.0 means a 100% yield; for example, 0.34 means a 34% yield). (1) The reactants are O=[C:2]([CH2:8][C:9](=O)[CH2:10][CH2:11][CH3:12])[C:3]([O:5][CH2:6][CH3:7])=[O:4].COC(O)C.Cl.[NH2:20][NH2:21]. The catalyst is C(O)(=O)C. The product is [CH2:10]([C:9]1[CH:8]=[C:2]([C:3]([O:5][CH2:6][CH3:7])=[O:4])[NH:21][N:20]=1)[CH2:11][CH3:12]. The yield is 0.584. (2) The yield is 0.990. The product is [OH:2][CH2:1][C:3]1[CH:4]=[C:5]([CH:10]=[CH:11][C:12]=1[O:13][CH:14]([CH3:16])[CH3:15])[C:6]([O:8][CH3:9])=[O:7]. The catalyst is O1CCCC1. The reactants are [CH:1]([C:3]1[CH:4]=[C:5]([CH:10]=[CH:11][C:12]=1[O:13][CH:14]([CH3:16])[CH3:15])[C:6]([O:8][CH3:9])=[O:7])=[O:2].[Li+].[BH4-]. (3) The reactants are [NH2:1][C:2]1[N:7]=[C:6]([O:8]C)[N:5]([CH2:10][CH2:11][CH2:12][CH2:13][C:14]([O:16][CH2:17][CH3:18])=[O:15])[C:4](=[O:19])[CH:3]=1.Cl.[CH2:21]([C:23]1[CH:24]=[C:25]([CH:27]=[CH:28][C:29]=1[CH3:30])N)[CH3:22]. The catalyst is C(C1C=C(C=CC=1C)N)C. The product is [CH2:17]([O:16][C:14]([CH2:13][CH2:12][CH2:11][CH2:10][N:5]1[C:4](=[O:19])[CH:3]=[C:2]([NH:1][C:25]2[CH:27]=[CH:28][C:29]([CH3:30])=[C:23]([CH2:21][CH3:22])[CH:24]=2)[NH:7][C:6]1=[O:8])=[O:15])[CH3:18]. The yield is 0.750. (4) The yield is 0.730. The catalyst is Cl.O. The product is [CH2:1]([C:3]1[CH:8]=[CH:7][C:6]([C:9]2[N:13]([CH3:14])[N:12]=[C:11]([C:15](=[N:20][NH:19][C:21]([NH:23][C:24]3[CH:32]=[CH:31][C:27]([C:28]([OH:30])=[O:29])=[CH:26][CH:25]=3)=[S:22])[CH3:16])[C:10]=2[OH:18])=[CH:5][CH:4]=1)[CH3:2]. The reactants are [CH2:1]([C:3]1[CH:8]=[CH:7][C:6]([C:9]2[N:13]([CH3:14])[N:12]=[C:11]([C:15](=O)[CH3:16])[C:10]=2[OH:18])=[CH:5][CH:4]=1)[CH3:2].[NH:19]([C:21]([NH:23][C:24]1[CH:32]=[CH:31][C:27]([C:28]([OH:30])=[O:29])=[CH:26][CH:25]=1)=[S:22])[NH2:20].CN(C)C=O. (5) The reactants are [Cl:1][C:2]1[CH:3]=[C:4]([C:9]2[C:21]([O:22][CH3:23])=[CH:20][C:12]([C:13]([NH:15][S:16]([CH3:19])(=[O:18])=[O:17])=[O:14])=[C:11]([F:24])[CH:10]=2)[CH:5]=[N:6][C:7]=1F.C([O-])([O-])=O.[Cs+].[Cs+].[CH:31]1([OH:35])[CH2:34][CH2:33][CH2:32]1. The catalyst is CS(C)=O. The product is [Cl:1][C:2]1[CH:3]=[C:4]([C:9]2[C:21]([O:22][CH3:23])=[CH:20][C:12]([C:13]([NH:15][S:16]([CH3:19])(=[O:18])=[O:17])=[O:14])=[C:11]([F:24])[CH:10]=2)[CH:5]=[N:6][C:7]=1[O:35][CH:31]1[CH2:34][CH2:33][CH2:32]1. The yield is 0.330. (6) The reactants are CC(P(C(C)(C)C)C1C(C2C=CC=CC=2)=CC=CC=1)(C)C.ClC(Cl)C.[C:26]1([C:32]#[C:33][P:34](=[O:48])([O:38][C:39]([CH2:41][C:42]2[CH:47]=[CH:46][CH:45]=[CH:44][CH:43]=2)=[CH2:40])[O:35][CH2:36][CH3:37])[CH:31]=[CH:30][CH:29]=[CH:28][CH:27]=1. The catalyst is [Au]. The product is [CH2:36]([O:35][P:34]1(=[O:48])[CH:33]=[C:32]([C:26]2[CH:27]=[CH:28][CH:29]=[CH:30][CH:31]=2)[CH:40]=[C:39]([CH2:41][C:42]2[CH:43]=[CH:44][CH:45]=[CH:46][CH:47]=2)[O:38]1)[CH3:37]. The yield is 0.860.